From a dataset of Forward reaction prediction with 1.9M reactions from USPTO patents (1976-2016). Predict the product of the given reaction. (1) Given the reactants [I:1][C:2]1[NH:6][N:5]=[C:4]([C:7]([O:9]C)=O)[CH:3]=1.[NH3:11], predict the reaction product. The product is: [I:1][C:2]1[NH:6][N:5]=[C:4]([C:7]([NH2:11])=[O:9])[CH:3]=1. (2) Given the reactants CCCC.CC(O)C(O)C.CC(O)CCC.CC(=O)CCC.[CH3:23][CH:24]([OH:29])[CH2:25][CH2:26][CH2:27][CH3:28].[CH3:30][C:31](=[O:36])[CH2:32][CH2:33][CH2:34][CH3:35], predict the reaction product. The product is: [CH:24]1([OH:29])[CH2:23][CH2:28][CH2:27][CH2:26][CH2:25]1.[C:31]1(=[O:36])[CH2:30][CH2:35][CH2:34][CH2:33][CH2:32]1. (3) Given the reactants [CH3:1][S:2]([C:5]1[CH:26]=[CH:25][C:8]2[N:9]=[C:10]([NH:12][C:13]([C:15]34[CH2:24][CH:19]5[CH2:20][CH:21]([CH2:23][CH:17]([CH2:18]5)[CH2:16]3)[CH2:22]4)=[O:14])[S:11][C:7]=2[CH:6]=1)(=[O:4])=[O:3].[H-].[Na+].[CH3:29][O:30][CH2:31][CH2:32]Br, predict the reaction product. The product is: [CH3:1][S:2]([C:5]1[CH:26]=[CH:25][C:8]2[N:9]([CH2:32][CH2:31][O:30][CH3:29])[C:10](=[N:12][C:13]([C:15]34[CH2:22][CH:21]5[CH2:20][CH:19]([CH2:18][CH:17]([CH2:23]5)[CH2:16]3)[CH2:24]4)=[O:14])[S:11][C:7]=2[CH:6]=1)(=[O:3])=[O:4]. (4) Given the reactants [NH2:1][C:2]1[C:3]([O:17][C:18]2[CH:19]=[C:20]([CH:23]=[CH:24][CH:25]=2)[C:21]#[N:22])=[N:4][C:5]([O:8][C:9]2[CH:10]=[C:11]([CH:14]=[CH:15][CH:16]=2)[C:12]#[N:13])=[CH:6][CH:7]=1.[C:26]1([N:32]=[C:33]=[O:34])[CH:31]=[CH:30][CH:29]=[CH:28][CH:27]=1, predict the reaction product. The product is: [C:21]([C:20]1[CH:19]=[C:18]([CH:25]=[CH:24][CH:23]=1)[O:17][C:3]1[C:2]([NH:1][C:33]([NH:32][C:26]2[CH:31]=[CH:30][CH:29]=[CH:28][CH:27]=2)=[O:34])=[CH:7][CH:6]=[C:5]([O:8][C:9]2[CH:16]=[CH:15][CH:14]=[C:11]([C:12]#[N:13])[CH:10]=2)[N:4]=1)#[N:22]. (5) Given the reactants [N+:1]([C:4]1[CH:5]=[C:6]([CH:12]=[C:13]([C:15]2[CH:20]=[CH:19][CH:18]=[CH:17][CH:16]=2)[CH:14]=1)[C:7](OCC)=[O:8])([O-])=O.[H-].[H-].[H-].[H-].[Li+].[Al+3], predict the reaction product. The product is: [NH2:1][C:4]1[CH:5]=[C:6]([CH:7]=[O:8])[CH:12]=[C:13]([C:15]2[CH:20]=[CH:19][CH:18]=[CH:17][CH:16]=2)[CH:14]=1. (6) Given the reactants [C:1]([O:5][C:6](=[O:19])[NH:7][CH:8]1[CH2:17][C:16]2[C:11](=[N:12][CH:13]=[CH:14][CH:15]=2)[NH:10][C:9]1=[O:18])([CH3:4])([CH3:3])[CH3:2].Br[CH2:21][CH:22]1[CH2:24][CH2:23]1, predict the reaction product. The product is: [C:1]([O:5][C:6](=[O:19])[NH:7][CH:8]1[CH2:17][C:16]2[C:11](=[N:12][CH:13]=[CH:14][CH:15]=2)[N:10]([CH2:21][CH:22]2[CH2:24][CH2:23]2)[C:9]1=[O:18])([CH3:4])([CH3:2])[CH3:3]. (7) Given the reactants [Cl:1][C:2]1[CH:7]=[CH:6][C:5]([OH:8])=[C:4]([I:9])[CH:3]=1.[CH3:10][N:11]([CH3:16])[CH2:12][CH2:13][CH2:14]O.ClC1C=CC(OCC2CCN(C)CC2)=C(I)C=1, predict the reaction product. The product is: [Cl:1][C:2]1[CH:7]=[CH:6][C:5]([O:8][CH2:14][CH2:13][CH2:12][N:11]([CH3:16])[CH3:10])=[C:4]([I:9])[CH:3]=1.